Dataset: Catalyst prediction with 721,799 reactions and 888 catalyst types from USPTO. Task: Predict which catalyst facilitates the given reaction. Reactant: C([N-]C(C)C)(C)C.[Li+].[C:9]([O:13][C:14]([N:16]1[C@@H:20]([C:21]2[CH:26]=[CH:25][C:24]([C:27]#[N:28])=[CH:23][CH:22]=2)[CH2:19][C@H:18]([CH2:29][CH:30]=[CH2:31])[C:17]1=[O:32])=[O:15])([CH3:12])([CH3:11])[CH3:10]. Product: [C:9]([O:13][C:14]([N:16]1[C@H:20]([C:21]2[CH:22]=[CH:23][C:24]([C:27]#[N:28])=[CH:25][CH:26]=2)[CH2:19][C@H:18]([CH2:29][CH:30]=[CH2:31])[C:17]1=[O:32])=[O:15])([CH3:12])([CH3:11])[CH3:10]. The catalyst class is: 1.